This data is from Reaction yield outcomes from USPTO patents with 853,638 reactions. The task is: Predict the reaction yield, written as a fraction of the theoretical maximum amount of product (1.0 means a 100% yield; for example, 0.34 means a 34% yield). (1) The reactants are [F:1][C:2]([F:14])([F:13])[CH:3]([OH:12])[CH2:4][C:5]1([CH3:11])[O:10][CH2:9][CH2:8][CH2:7][O:6]1.C[Si](C)(C)[N-][Si](C)(C)C.[Li+].[F:25][C:26]([F:42])([S:38](F)(=[O:40])=[O:39])[C:27](=[O:37])[NH:28][C:29]1[CH:34]=[CH:33][C:32]([CH:35]=[CH2:36])=[CH:31][CH:30]=1.[CH2:43]1COC[CH2:44]1. No catalyst specified. The product is [F:25][C:26]([F:42])([S:38]([O:12][CH:3]([CH:4]1[C:5]2([O:6][CH2:7][CH2:8][CH2:9][O:10]2)[CH2:11][CH2:44][CH2:43]1)[C:2]([F:1])([F:13])[F:14])(=[O:40])=[O:39])[C:27](=[O:37])[NH:28][C:29]1[CH:34]=[CH:33][C:32]([CH:35]=[CH2:36])=[CH:31][CH:30]=1. The yield is 0.760. (2) The reactants are [CH2:1]([N:8]1[C:16]2[C:11](=[CH:12][CH:13]=[CH:14][C:15]=2Br)[CH:10]=[CH:9]1)[C:2]1[CH:7]=[CH:6][CH:5]=[CH:4][CH:3]=1.[Cl:18][C:19]1[CH:20]=[C:21](B(O)O)[CH:22]=[CH:23][C:24]=1[F:25].ClCCl.C(=O)([O-])[O-].[K+].[K+]. The catalyst is O1CCOCC1.O.C1C=CC(P(C2C=CC=CC=2)[C-]2C=CC=C2)=CC=1.C1C=CC(P(C2C=CC=CC=2)[C-]2C=CC=C2)=CC=1.Cl[Pd]Cl.[Fe+2]. The product is [CH2:1]([N:8]1[C:16]2[C:11](=[CH:12][CH:13]=[CH:14][C:15]=2[C:21]2[CH:22]=[CH:23][C:24]([F:25])=[C:19]([Cl:18])[CH:20]=2)[CH:10]=[CH:9]1)[C:2]1[CH:7]=[CH:6][CH:5]=[CH:4][CH:3]=1. The yield is 0.230. (3) The reactants are [CH2:1]([O:3][C:4]([C:6]1[C:10]([N+:11]([O-:13])=[O:12])=[CH:9][NH:8][N:7]=1)=[O:5])[CH3:2].C(=O)([O-])[O-].[K+].[K+].Br[CH2:21][CH2:22][O:23][CH3:24]. The catalyst is CS(C)=O. The product is [CH2:1]([O:3][C:4]([C:6]1[N:7]([CH2:21][CH2:22][O:23][CH3:24])[N:8]=[CH:9][C:10]=1[N+:11]([O-:13])=[O:12])=[O:5])[CH3:2]. The yield is 0.250.